From a dataset of Reaction yield outcomes from USPTO patents with 853,638 reactions. Predict the reaction yield, written as a fraction of the theoretical maximum amount of product (1.0 means a 100% yield; for example, 0.34 means a 34% yield). (1) The catalyst is O1CCCC1.[Cl-].[Na+].O. The reactants are [Si]([O:8][CH2:9][CH2:10][N:11]([C:19]1[C:20]([Cl:30])=[N:21][N:22]([C:24]2[CH:25]=[N:26][CH:27]=[CH:28][CH:29]=2)[CH:23]=1)[C:12](=[O:18])[CH:13]([CH3:17])[CH2:14][S:15][CH3:16])(C(C)(C)C)(C)C.[F-].C([N+](CCCC)(CCCC)CCCC)CCC. The product is [Cl:30][C:20]1[C:19]([N:11]([CH2:10][CH2:9][OH:8])[C:12](=[O:18])[CH:13]([CH3:17])[CH2:14][S:15][CH3:16])=[CH:23][N:22]([C:24]2[CH:25]=[N:26][CH:27]=[CH:28][CH:29]=2)[N:21]=1. The yield is 0.565. (2) The reactants are [Cl:1][C:2]1[CH:3]=[C:4]([C:9](=O)[CH2:10][C:11]([O-:13])=O)[CH:5]=[C:6]([Cl:8])[CH:7]=1.S([O-])([O-])(=O)=O.[CH3:20][NH2+:21][NH3+:22].C(N(CC)CC)C. The catalyst is C(O)C. The product is [Cl:1][C:2]1[CH:3]=[C:4]([C:9]2[CH:10]=[C:11]([OH:13])[N:21]([CH3:20])[N:22]=2)[CH:5]=[C:6]([Cl:8])[CH:7]=1. The yield is 0.730. (3) The reactants are [CH3:1][O:2][C:3]([C:5]1[CH:6]=[C:7]2[C:11](=[CH:12][CH:13]=1)[N:10]([CH3:14])[CH:9]=[CH:8]2)=[O:4].[F:15][C:16]1[CH:23]=[CH:22][C:19]([CH2:20]Br)=[CH:18][CH:17]=1.O1CCOCC1. The catalyst is CCOCC. The product is [CH3:1][O:2][C:3]([C:5]1[CH:6]=[C:7]2[C:11](=[CH:12][CH:13]=1)[N:10]([CH3:14])[CH:9]=[C:8]2[CH2:20][C:19]1[CH:22]=[CH:23][C:16]([F:15])=[CH:17][CH:18]=1)=[O:4]. The yield is 0.220. (4) The reactants are [F:1][C:2]([F:7])([CH3:6])[C:3](O)=[O:4].C1C=CC2N(O)N=NC=2C=1.CCN=C=NCCCN(C)C.ClC1C=C(C=CC=1OC)C[N:34]1[CH2:39][CH2:38][CH:37]([NH:40][C:41]([N:43]2[CH2:48][CH2:47][C:46](=[CH:49][C:50]3[CH:55]=[C:54]([F:56])[CH:53]=[CH:52][C:51]=3[F:57])[CH2:45][CH2:44]2)=[O:42])[CH2:36][CH2:35]1.CCN(CC)CC. The catalyst is C(#N)C.O. The product is [F:57][C:51]1[CH:52]=[CH:53][C:54]([F:56])=[CH:55][C:50]=1[CH:49]=[C:46]1[CH2:47][CH2:48][N:43]([C:41]([NH:40][CH:37]2[CH2:36][CH2:35][N:34]([C:3](=[O:4])[C:2]([F:7])([F:1])[CH3:6])[CH2:39][CH2:38]2)=[O:42])[CH2:44][CH2:45]1. The yield is 0.120.